Regression. Given a peptide amino acid sequence and an MHC pseudo amino acid sequence, predict their binding affinity value. This is MHC class I binding data. From a dataset of Peptide-MHC class I binding affinity with 185,985 pairs from IEDB/IMGT. (1) The peptide sequence is KLDNHDILTY. The MHC is HLA-A11:01 with pseudo-sequence HLA-A11:01. The binding affinity (normalized) is 0.408. (2) The peptide sequence is ITWPRTRHW. The MHC is HLA-A69:01 with pseudo-sequence HLA-A69:01. The binding affinity (normalized) is 0.0847.